Task: Predict the reactants needed to synthesize the given product.. Dataset: Full USPTO retrosynthesis dataset with 1.9M reactions from patents (1976-2016) (1) Given the product [Br:1][C:2]1[CH:7]=[CH:6][CH:5]=[CH:4][C:3]=1[C@@H:8]1[CH2:10][C@H:9]1[C:11]([OH:13])=[O:12], predict the reactants needed to synthesize it. The reactants are: [Br:1][C:2]1[CH:7]=[CH:6][CH:5]=[CH:4][C:3]=1[C@@H:8]1[CH2:10][C@H:9]1[C:11]([O:13]CC)=[O:12].[OH-].[K+].O. (2) Given the product [CH2:30]([N:29]([CH2:28][CH:27]([O:26][CH3:25])[O:34][CH3:35])[C:67](=[O:68])[CH2:66][CH2:65][O:64][CH2:63][CH2:62][C:61]1[CH:70]=[CH:71][CH:72]=[CH:73][C:60]=1[O:59][CH2:58][CH2:57][N:54]1[CH2:53][CH2:52][C:50]2([O:49][CH2:48][CH2:47][N:46]([C:44]([C:42]3[N:43]=[C:39]([CH:36]([CH3:38])[CH3:37])[S:40][CH:41]=3)=[O:45])[CH2:51]2)[CH2:56][CH2:55]1)[CH2:31][CH2:32][CH3:33], predict the reactants needed to synthesize it. The reactants are: CN(C(ON1N=NC2C=CC=NC1=2)=[N+](C)C)C.F[P-](F)(F)(F)(F)F.[CH3:25][O:26][CH:27]([O:34][CH3:35])[CH2:28][NH:29][CH2:30][CH2:31][CH2:32][CH3:33].[CH:36]([C:39]1[S:40][CH:41]=[C:42]([C:44]([N:46]2[CH2:51][C:50]3([CH2:56][CH2:55][N:54]([CH2:57][CH2:58][O:59][C:60]4[CH:73]=[CH:72][CH:71]=[CH:70][C:61]=4[CH2:62][CH2:63][O:64][CH2:65][CH2:66][C:67](O)=[O:68])[CH2:53][CH2:52]3)[O:49][CH2:48][CH2:47]2)=[O:45])[N:43]=1)([CH3:38])[CH3:37].CCN(C(C)C)C(C)C. (3) Given the product [Br:1][C:2]1[C:3]([O:10][CH2:11][CH:12]2[CH2:14][CH2:13]2)=[CH:4][C:5]([C:8](=[N:16][OH:17])[NH2:9])=[N:6][CH:7]=1, predict the reactants needed to synthesize it. The reactants are: [Br:1][C:2]1[C:3]([O:10][CH2:11][CH:12]2[CH2:14][CH2:13]2)=[CH:4][C:5]([C:8]#[N:9])=[N:6][CH:7]=1.Cl.[NH2:16][OH:17].C(N(CC)CC)C.CCCCCCC. (4) Given the product [Cl:1][C:2]1[CH:3]=[CH:4][C:5]([C:8]2[S:12][C:11]([C:13]([NH:24][N:25]3[CH2:31][CH2:30][CH2:29][CH2:28][CH2:27][CH2:26]3)=[O:14])=[N:10][C:9]=2[C:16]2[CH:21]=[CH:20][C:19]([Cl:22])=[CH:18][C:17]=2[Cl:23])=[CH:6][CH:7]=1, predict the reactants needed to synthesize it. The reactants are: [Cl:1][C:2]1[CH:7]=[CH:6][C:5]([C:8]2[S:12][C:11]([C:13](O)=[O:14])=[N:10][C:9]=2[C:16]2[CH:21]=[CH:20][C:19]([Cl:22])=[CH:18][C:17]=2[Cl:23])=[CH:4][CH:3]=1.[NH2:24][N:25]1[CH2:31][CH2:30][CH2:29][CH2:28][CH2:27][CH2:26]1.C1C=NC2N(O)N=NC=2C=1.F[P-](F)(F)(F)(F)F.N1(O[P+](N2CCCC2)(N2CCCC2)N2CCCC2)C2N=CC=CC=2N=N1.C(N(C(C)C)CC)(C)C. (5) Given the product [OH:32][C:28]1[CH:27]=[C:26]([CH:31]=[CH:30][CH:29]=1)[CH2:25][N:12]([S:13]([C:16]1[C:17]([CH3:24])=[CH:18][C:19]([CH3:23])=[CH:20][C:21]=1[CH3:22])(=[O:15])=[O:14])[C:9]1[CH:10]=[CH:11][C:6]([CH2:5][CH2:4][C:3]([OH:33])=[O:2])=[CH:7][CH:8]=1, predict the reactants needed to synthesize it. The reactants are: C[O:2][C:3](=[O:33])[CH2:4][CH2:5][C:6]1[CH:11]=[CH:10][C:9]([N:12]([CH2:25][C:26]2[CH:31]=[CH:30][CH:29]=[C:28]([OH:32])[CH:27]=2)[S:13]([C:16]2[C:21]([CH3:22])=[CH:20][C:19]([CH3:23])=[CH:18][C:17]=2[CH3:24])(=[O:15])=[O:14])=[CH:8][CH:7]=1.[OH-].[Na+].Cl. (6) The reactants are: [CH3:1][O:2][C:3]([C:5]1[S:6][C:7]([Br:11])=[CH:8][C:9]=1[NH2:10])=[O:4].[CH2:12]1[O:22][C:15]2([CH2:20][CH2:19][C:18](=O)[CH2:17][CH2:16]2)[O:14][CH2:13]1.C1([SiH3])C=CC=CC=1. Given the product [CH3:1][O:2][C:3]([C:5]1[S:6][C:7]([Br:11])=[CH:8][C:9]=1[NH:10][CH:18]1[CH2:19][CH2:20][C:15]2([O:22][CH2:12][CH2:13][O:14]2)[CH2:16][CH2:17]1)=[O:4], predict the reactants needed to synthesize it. (7) Given the product [ClH:30].[CH2:12]([O:19][C:20]1[CH:29]=[C:28]2[C:23]([C:24]([NH:4][C:3]3[CH:5]=[C:6]([OH:10])[C:7]([CH3:9])=[CH:8][C:2]=3[F:1])=[N:25][CH:26]=[N:27]2)=[CH:22][CH:21]=1)[C:13]1[CH:14]=[CH:15][CH:16]=[CH:17][CH:18]=1, predict the reactants needed to synthesize it. The reactants are: [F:1][C:2]1[CH:8]=[C:7]([CH3:9])[C:6]([OH:10])=[CH:5][C:3]=1[NH2:4].Cl.[CH2:12]([O:19][C:20]1[CH:29]=[C:28]2[C:23]([C:24]([Cl:30])=[N:25][CH:26]=[N:27]2)=[CH:22][CH:21]=1)[C:13]1[CH:18]=[CH:17][CH:16]=[CH:15][CH:14]=1.